The task is: Binary Classification. Given a miRNA mature sequence and a target amino acid sequence, predict their likelihood of interaction.. This data is from Experimentally validated miRNA-target interactions with 360,000+ pairs, plus equal number of negative samples. (1) The miRNA is hsa-miR-371a-5p with sequence ACUCAAACUGUGGGGGCACU. The protein sequence of the target gene is MAAGPIRVVLVLLGVLSVCAASGHGSVAEREAGGEAEWAEPWDGAVFRPPSALGAVGVTRSSGTPRPGREEAGDLPVLLWWSPGLFPHFPGDSERIECARGACVASRNRRALRDSRTRALLFYGTDFRASAAPLPRLAHQSWALLHEESPLNNFLLSHGPGIRLFNLTSTFSRHSDYPLSLQWLPGTAYLRRPVPPPMERAEWRRRGYAPLLYLQSHCDVPADRDRYVRELMRHIPVDSYGKCLQNRELPTARLQDTATATTEDPELLAFLSRYKFHLALENAICNDYMTEKLWRPMHLG.... Result: 1 (interaction). (2) The miRNA is hsa-miR-8087 with sequence GAAGACUUCUUGGAUUACAGGGG. The protein sequence of the target gene is MRLLALAAAALLARAPAPEVCAALNVTVSPGPVVDYLEGENATLLCHVSQKRRKDSLLAVRWFFAHSFDSQEALMVKMTKLRVVQYYGNFSRSAKRRRLRLLEEQRGALYRLSVLTLQPSDQGHYVCRVQEISRHRNKWTAWSNGSSATEMRVISLKASEESSFEKTKETWAFFEDLYVYAVLVCCVGILSILLFMLVIVWQSVFNKRKSRVRHYLVKCPQNSSGETVTSVTSLAPLQPKKGKRQKEKPDIPPAVPAKAPIAPTFHKPKLLKPQRKVTLPKIAEENLTYAELELIKPHRA.... Result: 0 (no interaction). (3) The protein sequence of the target gene is MMRREDEEEEGTMMKAKGDLEMKEEEEISETGELVGPFVSAMPTPMPHNKGTRFSEAWEYFHLAPARAGHHPNQYATCRLCGRQVSRGPGVNVGTTALWKHLKSMHREELEKSGHGQAGQRQDPRPHGPQLPTGIEGNWGRLLEQVGTMALWASQREKEVLRRERAVEWRERAVEKRERALEEVERAILEMKWKVRAEKEACQREKELPAAVHPFHFV. The miRNA is hsa-miR-4781-5p with sequence UAGCGGGGAUUCCAAUAUUGG. Result: 0 (no interaction). (4) The miRNA is hsa-miR-649 with sequence AAACCUGUGUUGUUCAAGAGUC. The protein sequence of the target gene is MHHQQRMAALGTDKELSDLLDFSAMFSPPVSSGKNGPTSLASGHFTGSNVEDRSSSGSWGNGGHPSPSRNYGDGTPYDHMTSRDLGSHDNLSPPFVNSRIQSKTERGSYSSYGRESNLQGCHQQSLLGGDMDMGNPGTLSPTKPGSQYYQYSSNNPRRRPLHSSAMEVQTKKVRKVPPGLPSSVYAPSASTADYNRDSPGYPSSKPATSTFPSSFFMQDGHHSSDPWSSSSGMNQPGYAGMLGNSSHIPQSSSYCSLHPHERLSYPSHSSADINSSLPPMSTFHRSGTNHYSTSSCTPPA.... Result: 0 (no interaction). (5) The miRNA is mmu-miR-669c-3p with sequence UACACACACACACACAAGUAAA. The protein sequence of the target gene is MTDSATTNGDDRDPEIELFVKAGIDGESIGNCPFSQRLFMILWLKGVVFNVTTVDLKRKPADLHNLAPGTHPPFLTFNGDVKTDVNKIEEFLEETLTPEKYPKLAAKHRESNTAGIDIFSKFSAYIKNTKQQNNAALERGLTKALRKLDDYLNSPLPEEIDTNTHGDEKGSQRKFLDGDELTLADCNLLPKLHVVKIVAKKYRNYDIPAEMTGLWRYLKNAYARDEFTNTCAADSEIELAYADVARRLSRS. Result: 1 (interaction). (6) The miRNA is hsa-miR-6511a-3p with sequence CCUCACCAUCCCUUCUGCCUGC. The protein sequence of the target gene is MHRLMGVNSTAAAAAGQPNVSCTCNCKRSLFQSMEITELEFVQIIIIVVVMMVMVVVITCLLSHYKLSARSFISRHSQGRRREDALSSEGCLWPSESTVSGNGIPEPQVYAPPRPTDRLAVPPFAQRERFHRFQPTYPYLQHEIDLPPTISLSDGEEPPPYQGPCTLQLRDPEQQLELNRESVRAPPNRTIFDSDLMDSARLGGPCPPSSNSGISATCYGSGGRMEGPPPTYSEVIGHYPGSSFQHQQSSGPPSLLEGTRLHHTHIAPLESAAIWSKEKDKQKGHPL. Result: 0 (no interaction). (7) The miRNA is hsa-miR-4727-5p with sequence AUCUGCCAGCUUCCACAGUGG. The protein sequence of the target gene is MAETAAGVGRFKTNYAVERKIEPFYKGGKAQLDQTGQHLFCVCGTRVNILEVASGAVLRSLEQEDQEDITAFDLSPDNEVLVTASRALLLAQWAWQEGSVTRLWKAIHTAPVATMAFDPTSTLLATGGCDGAVRVWDIVRHYGTHHFRGSPGVVHLVAFHPDPTRLLLFSSATDAAIRVWSLQDRSCLAVLTAHYSAVTSLAFSADGHTMLSSGRDKICIIWDLQSCQATRTVPVFESVEAAVLLPEEPVSQLGVKSPGLYFLTAGDQGTLRVWEAASGQCVYTQAQPPGPGQELTHCTL.... Result: 1 (interaction).